From a dataset of Forward reaction prediction with 1.9M reactions from USPTO patents (1976-2016). Predict the product of the given reaction. (1) Given the reactants C(OC([N:11]1[CH2:17][C:16]2[CH:18]=[CH:19][C:20]([NH:22][C:23]3[N:28]=[C:27]([NH:29][C:30]4[C:35]([C:36](=[O:39])[NH:37][CH3:38])=[CH:34][CH:33]=[CH:32][C:31]=4[F:40])[C:26]([Cl:41])=[CH:25][N:24]=3)=[CH:21][C:15]=2[NH:14][C:13](=[O:42])[CH2:12]1)=O)C1C=CC=CC=1, predict the reaction product. The product is: [Cl:41][C:26]1[C:27]([NH:29][C:30]2[C:31]([F:40])=[CH:32][CH:33]=[CH:34][C:35]=2[C:36]([NH:37][CH3:38])=[O:39])=[N:28][C:23]([NH:22][C:20]2[CH:19]=[CH:18][C:16]3[CH2:17][NH:11][CH2:12][C:13](=[O:42])[NH:14][C:15]=3[CH:21]=2)=[N:24][CH:25]=1. (2) Given the reactants C(OC([CH:8]1[CH2:12][CH2:11][CH2:10][N:9]1[C:13](=[O:31])[CH:14]([NH:16][C:17](=[O:30])[C:18]1[CH:23]=[C:22]([CH3:24])[C:21]([O:25][CH2:26][CH:27]=[CH2:28])=[C:20]([CH3:29])[CH:19]=1)[CH3:15])=O)(C)(C)C.[O:32]=[C:33]1[O:37][CH:36]([O:38][CH2:39][CH2:40][C:41]2[CH:46]=[CH:45][CH:44]=[CH:43]C=2)[CH:35]([NH:47][C:48](C2CCCN2C(=O)C(NC(=O)C2C=CC(N)=C(Cl)C=2)C)=[O:49])[CH2:34]1, predict the reaction product. The product is: [CH2:39]([O:38][CH:36]1[CH:35]([NH:47][C:48]([CH:8]2[CH2:12][CH2:11][CH2:10][N:9]2[C:13](=[O:31])[CH:14]([NH:16][C:17](=[O:30])[C:18]2[CH:19]=[C:20]([CH3:29])[C:21]([O:25][CH2:26][CH:27]=[CH2:28])=[C:22]([CH3:24])[CH:23]=2)[CH3:15])=[O:49])[CH2:34][C:33](=[O:32])[O:37]1)[C:40]1[CH:41]=[CH:46][CH:45]=[CH:44][CH:43]=1. (3) Given the reactants C(O[C:6]([N:8]([C:10](=[O:24])[C:11]1[CH:16]=[C:15]([F:17])[C:14]([F:18])=[C:13]([Cl:19])[C:12]=1[NH:20][CH:21]1[CH2:23][CH2:22]1)[NH2:9])=[O:7])(C)(C)C.[C:25](=[O:28])([O-])[O-:26].[K+].[K+].Cl[C:32](Cl)(OC(=O)OC(Cl)(Cl)Cl)Cl.O1[CH2:47][CH2:46][CH2:45]C1, predict the reaction product. The product is: [C:46]([O:26][C:25](=[O:28])[NH:9][N:8]1[C:10](=[O:24])[C:11]2[C:12](=[C:13]([Cl:19])[C:14]([F:18])=[C:15]([F:17])[CH:16]=2)[N:20]([CH:21]2[CH2:22][CH2:23]2)[C:6]1=[O:7])([CH3:45])([CH3:47])[CH3:32]. (4) Given the reactants Br[CH2:2][C:3]1[O:7][C:6]([C:8]2[CH:16]=[C:15]([Cl:17])[CH:14]=[C:13]3[C:9]=2[CH:10]=[N:11][N:12]3[S:18]([C:21]2[CH:26]=[CH:25][CH:24]=[CH:23][CH:22]=2)(=[O:20])=[O:19])=[N:5][CH:4]=1.[CH3:27][C@H:28]1[O:33][C@@H:32]([CH3:34])[CH2:31][NH:30][CH2:29]1, predict the reaction product. The product is: [Cl:17][C:15]1[CH:14]=[C:13]2[C:9]([CH:10]=[N:11][N:12]2[S:18]([C:21]2[CH:26]=[CH:25][CH:24]=[CH:23][CH:22]=2)(=[O:19])=[O:20])=[C:8]([C:6]2[O:7][C:3]([CH2:2][N:30]3[CH2:29][C@H:28]([CH3:27])[O:33][C@H:32]([CH3:34])[CH2:31]3)=[CH:4][N:5]=2)[CH:16]=1. (5) Given the reactants [F:1][C:2]1[C:3]([O:20][CH:21]2[CH2:26][CH2:25][N:24](C(OC(C)(C)C)=O)[CH2:23][CH2:22]2)=[N:4][CH:5]=[N:6][C:7]=1[O:8][C:9]1[C:10]([CH3:19])=[N:11][C:12]([S:15]([CH3:18])(=[O:17])=[O:16])=[CH:13][CH:14]=1.[ClH:34].O1CCOCC1, predict the reaction product. The product is: [ClH:34].[F:1][C:2]1[C:7]([O:8][C:9]2[C:10]([CH3:19])=[N:11][C:12]([S:15]([CH3:18])(=[O:16])=[O:17])=[CH:13][CH:14]=2)=[N:6][CH:5]=[N:4][C:3]=1[O:20][CH:21]1[CH2:26][CH2:25][NH:24][CH2:23][CH2:22]1. (6) Given the reactants [CH3:1]/[C:2](/[CH2:8][CH2:9][C:10]1[C:15]([CH3:17])([CH3:16])[CH2:14][CH2:13][CH2:12][C:11]=1[CH3:18])=[CH:3]\[CH2:4][C:5]([OH:7])=[O:6].[CH3:19][O:20][C:21](=[O:30])[C@@H:22]([C:24]1[CH:29]=[CH:28][CH:27]=[CH:26][CH:25]=1)O.CO.C1CCC(N=C=NC2CCCCC2)CC1, predict the reaction product. The product is: [CH3:19][O:20][C:21]([C@H:22]([O:6][C:5](=[O:7])[CH2:4][CH:3]=[C:2]([CH3:1])[CH2:8][CH2:9][C:10]1[C:15]([CH3:17])([CH3:16])[CH2:14][CH2:13][CH2:12][C:11]=1[CH3:18])[C:24]1[CH:29]=[CH:28][CH:27]=[CH:26][CH:25]=1)=[O:30]. (7) The product is: [CH2:1]([C:5]1[N:6]=[C:7]2[CH:23]=[CH:22][CH:21]=[CH:20][N:8]2[C:9](=[O:19])[C:10]=1[C:11]1[CH:16]=[CH:15][C:14]([OH:17])=[CH:13][CH:12]=1)[CH2:2][CH2:3][CH3:4]. Given the reactants [CH2:1]([C:5]1[N:6]=[C:7]2[CH:23]=[CH:22][CH:21]=[CH:20][N:8]2[C:9](=[O:19])[C:10]=1[C:11]1[CH:16]=[CH:15][C:14]([O:17]C)=[CH:13][CH:12]=1)[CH2:2][CH2:3][CH3:4].B(Br)(Br)Br, predict the reaction product. (8) Given the reactants [CH3:1]S(Cl)(=O)=O.[N:6]1([C:10]2[CH:15]=[C:14]([C:16]3[C:21]([CH2:22][CH3:23])=[CH:20][CH:19]=[CH:18][C:17]=3[CH2:24][CH3:25])[N:13]=[C:12]([CH3:26])[C:11]=2[CH2:27]O)[CH2:9][CH2:8][CH2:7]1.[CH3:29][CH2:30][CH2:31][CH2:32][CH2:33][CH3:34].[CH3:35][CH2:36]OCC.[CH3:40][C:41]#[N:42], predict the reaction product. The product is: [N:6]1([C:10]2[CH:15]=[C:14]([C:16]3[C:21]([CH2:22][CH3:23])=[CH:20][CH:19]=[CH:18][C:17]=3[CH2:24][CH3:25])[N:13]=[C:12]([CH3:26])[C:11]=2[CH2:27][N:42]([CH3:1])[C@@H:41]2[C:36]3[C:31](=[CH:32][CH:33]=[CH:34][CH:35]=3)[CH2:30][CH2:29][CH2:40]2)[CH2:9][CH2:8][CH2:7]1.